Dataset: Forward reaction prediction with 1.9M reactions from USPTO patents (1976-2016). Task: Predict the product of the given reaction. (1) Given the reactants Cl[C:2]1[CH:7]=[C:6]([C:8]([F:11])([F:10])[F:9])[N:5]=[C:4]([C:12]2[CH:17]=[N:16][CH:15]=[CH:14][N:13]=2)[N:3]=1.[CH3:18][O:19][C:20]1[CH:26]=[CH:25][C:24]([O:27][CH3:28])=[CH:23][C:21]=1[NH2:22].Cl.[OH-].[Na+], predict the reaction product. The product is: [CH3:18][O:19][C:20]1[CH:26]=[CH:25][C:24]([O:27][CH3:28])=[CH:23][C:21]=1[NH:22][C:2]1[CH:7]=[C:6]([C:8]([F:11])([F:10])[F:9])[N:5]=[C:4]([C:12]2[CH:17]=[N:16][CH:15]=[CH:14][N:13]=2)[N:3]=1. (2) The product is: [Cl:75][C:68]1[CH:67]=[C:66]([C:63]2[CH:64]=[CH:65][N:61]([CH2:60][C@@H:59]([NH:58][C:11]([C:9]3[N:10]=[C:6]4[CH:5]=[CH:4][NH:3][C:2](=[O:1])[N:7]4[CH:8]=3)=[O:13])[CH3:76])[N:62]=2)[CH:73]=[C:72]([F:74])[C:69]=1[C:70]#[N:71]. Given the reactants [O:1]=[C:2]1[N:7]2[CH:8]=[C:9]([C:11]([OH:13])=O)[N:10]=[C:6]2[CH:5]=[CH:4][NH:3]1.CN(C(ON1N=NC2C=CC=CC1=2)=[N+](C)C)C.F[P-](F)(F)(F)(F)F.CCN(C(C)C)C(C)C.CCN=C=NCCCN(C)C.[NH2:58][C@@H:59]([CH3:76])[CH2:60][N:61]1[CH:65]=[CH:64][C:63]([C:66]2[CH:73]=[C:72]([F:74])[C:69]([C:70]#[N:71])=[C:68]([Cl:75])[CH:67]=2)=[N:62]1, predict the reaction product. (3) Given the reactants Cl.[F:2][C:3]1[CH:15]=[C:14]([O:16][CH3:17])[CH:13]=[CH:12][C:4]=1[O:5][CH:6]1[CH2:11][CH2:10][NH:9][CH2:8][CH2:7]1.[OH:18][C:19]([C:21]([F:24])([F:23])[F:22])=[O:20].[CH2:25]([N:32]1[CH2:41][CH2:40][C:39]2[C:34](=[N:35][C:36](Cl)=[C:37]([NH:42][CH:43]3[CH2:45][CH2:44]3)[N:38]=2)[CH2:33]1)[C:26]1[CH:31]=[CH:30][CH:29]=[CH:28][CH:27]=1.CC(C)([O-])C.[Na+], predict the reaction product. The product is: [CH2:25]([N:32]1[CH2:41][CH2:40][C:39]2[C:34](=[N:35][C:36]([N:9]3[CH2:8][CH2:7][CH:6]([O:5][C:4]4[CH:12]=[CH:13][C:14]([O:16][CH3:17])=[CH:15][C:3]=4[F:2])[CH2:11][CH2:10]3)=[C:37]([NH:42][CH:43]3[CH2:44][CH2:45]3)[N:38]=2)[CH2:33]1)[C:26]1[CH:27]=[CH:28][CH:29]=[CH:30][CH:31]=1.[C:19]([OH:20])([C:21]([F:24])([F:23])[F:22])=[O:18]. (4) Given the reactants [Cl:1][C:2]1[CH:7]=[C:6]([Cl:8])[CH:5]=[C:4]([Cl:9])[CH:3]=1.[Br:10][CH2:11][C:12](Br)=[O:13].[Cl-].[Al+3].[Cl-].[Cl-].O, predict the reaction product. The product is: [Br:10][CH2:11][C:12]([C:7]1[C:2]([Cl:1])=[CH:3][C:4]([Cl:9])=[CH:5][C:6]=1[Cl:8])=[O:13]. (5) Given the reactants [F:1][C:2]1[CH:7]=[CH:6][CH:5]=[CH:4][C:3]=1[C:8]1[C:12]([C:13]([OH:15])=O)=[C:11]([CH3:16])[O:10][N:9]=1.Cl.C(N=C=NCCCN(C)C)C.[CH3:29][O:30][C:31]1[CH:32]=[C:33]([N:37]2[CH2:42][CH2:41][NH:40][CH2:39][CH2:38]2)[CH:34]=[CH:35][CH:36]=1, predict the reaction product. The product is: [F:1][C:2]1[CH:7]=[CH:6][CH:5]=[CH:4][C:3]=1[C:8]1[C:12]([C:13]([N:40]2[CH2:39][CH2:38][N:37]([C:33]3[CH:34]=[CH:35][CH:36]=[C:31]([O:30][CH3:29])[CH:32]=3)[CH2:42][CH2:41]2)=[O:15])=[C:11]([CH3:16])[O:10][N:9]=1.